Dataset: Full USPTO retrosynthesis dataset with 1.9M reactions from patents (1976-2016). Task: Predict the reactants needed to synthesize the given product. (1) Given the product [CH3:1][O:2][C:3]1[CH:8]=[CH:7][C:6]([C:9]2[CH:14]=[CH:13][N:12]=[C:11]3[NH:15][C:16]([C:18]4[CH:27]=[CH:26][C:21]([C:22]([N:32]5[CH2:33][CH2:34][N:29]([CH3:28])[CH2:30][CH2:31]5)=[O:23])=[CH:20][N:19]=4)=[N:17][C:10]=23)=[CH:5][CH:4]=1, predict the reactants needed to synthesize it. The reactants are: [CH3:1][O:2][C:3]1[CH:8]=[CH:7][C:6]([C:9]2[CH:14]=[CH:13][N:12]=[C:11]3[NH:15][C:16]([C:18]4[CH:27]=[CH:26][C:21]([C:22](OC)=[O:23])=[CH:20][N:19]=4)=[N:17][C:10]=23)=[CH:5][CH:4]=1.[CH3:28][N:29]1[CH2:34][CH2:33][NH:32][CH2:31][CH2:30]1.CN(C(ON1N=NC2C=CC=CC1=2)=[N+](C)C)C.F[P-](F)(F)(F)(F)F. (2) The reactants are: Br[C:2]1[N:6]2[CH:7]=[CH:8][N:9]=[C:10]([NH:11][CH2:12][C:13]3[CH:18]=[CH:17][C:16]([S:19]([NH2:22])(=[O:21])=[O:20])=[CH:15][CH:14]=3)[C:5]2=[N:4][C:3]=1C.CC1(C)C(C)(C)OB([C:32]2[CH:37]=[CH:36][C:35]([OH:38])=[CH:34][CH:33]=2)O1.C([O-])([O-])=O.[Na+].[Na+].O(C1C=CC=CC=1P(C1C=CC=CC=1)C1C=CC=CC=1)C1C=CC=CC=1P(C1C=CC=CC=1)C1C=CC=CC=1. Given the product [OH:38][C:35]1[CH:36]=[CH:37][C:32]([C:2]2[N:6]3[CH:7]=[CH:8][N:9]=[C:10]([NH:11][CH2:12][C:13]4[CH:14]=[CH:15][C:16]([S:19]([NH2:22])(=[O:21])=[O:20])=[CH:17][CH:18]=4)[C:5]3=[N:4][CH:3]=2)=[CH:33][CH:34]=1, predict the reactants needed to synthesize it. (3) Given the product [CH3:9][O:8][C:7]1[CH:6]=[CH:5][C:4]([C:10]2[O:11][C:12]3[CH:18]=[CH:17][C:16]([C:19]4[S:20][C:21]5[CH:27]=[CH:26][CH:25]=[CH:24][C:22]=5[CH:23]=4)=[CH:15][C:13]=3[N:14]=2)=[CH:3][C:2]=1[N:1]1[C:37](=[O:38])[C:31]2[C:30](=[CH:29][CH:28]=[C:33]([C:34]([OH:36])=[O:35])[CH:32]=2)[C:40]1=[O:39], predict the reactants needed to synthesize it. The reactants are: [NH2:1][C:2]1[CH:3]=[C:4]([C:10]2[O:11][C:12]3[CH:18]=[CH:17][C:16]([C:19]4[S:20][C:21]5[CH:27]=[CH:26][CH:25]=[CH:24][C:22]=5[CH:23]=4)=[CH:15][C:13]=3[N:14]=2)[CH:5]=[CH:6][C:7]=1[O:8][CH3:9].[CH:28]1[C:33]([C:34]([OH:36])=[O:35])=[CH:32][C:31]2[C:37]([O:39][C:40](=O)[C:30]=2[CH:29]=1)=[O:38]. (4) Given the product [Cl:12][C:13]1[C:18]([C:2]2[C:3]([O:10][CH3:11])=[N:4][C:5]([O:8][CH3:9])=[N:6][CH:7]=2)=[CH:17][C:16]([F:22])=[CH:15][N:14]=1, predict the reactants needed to synthesize it. The reactants are: I[C:2]1[C:3]([O:10][CH3:11])=[N:4][C:5]([O:8][CH3:9])=[N:6][CH:7]=1.[Cl:12][C:13]1[C:18](B(O)O)=[CH:17][C:16]([F:22])=[CH:15][N:14]=1.C([O-])([O-])=O.[Na+].[Na+].C1C=CC(P(C2C=CC=CC=2)C2C=CC=CC=2)=CC=1.